From a dataset of Reaction yield outcomes from USPTO patents with 853,638 reactions. Predict the reaction yield, written as a fraction of the theoretical maximum amount of product (1.0 means a 100% yield; for example, 0.34 means a 34% yield). (1) The reactants are [Br:1][C:2]1[CH:7]=[CH:6][C:5]([CH:8]([C:20]2[CH:25]=[CH:24][CH:23]=[CH:22][C:21]=2[CH3:26])[CH2:9]/[C:10](/[C@H:13]2[CH2:18][CH2:17][C@H:16]([OH:19])[CH2:15][CH2:14]2)=[N:11]\[OH:12])=[CH:4][CH:3]=1.CN1CCC(=O)CC1.CC(C)[O-].[Al+3].CC(C)[O-].CC(C)[O-]. The catalyst is C1(C)C=CC=CC=1. The product is [Br:1][C:2]1[CH:7]=[CH:6][C:5]([CH:8]([C:20]2[CH:25]=[CH:24][CH:23]=[CH:22][C:21]=2[CH3:26])[CH2:9]/[C:10](/[CH:13]2[CH2:14][CH2:15][C:16](=[O:19])[CH2:17][CH2:18]2)=[N:11]\[OH:12])=[CH:4][CH:3]=1. The yield is 0.240. (2) The reactants are C[Si]([N-][Si](C)(C)C)(C)C.[Na+].[CH2:11]([C@@H:18]1[CH2:22][O:21][C:20](=[O:23])[N:19]1[C:24](=[O:31])[CH2:25][CH2:26][C:27]([F:30])([F:29])[F:28])[C:12]1[CH:17]=[CH:16][CH:15]=[CH:14][CH:13]=1.I[CH3:33]. The catalyst is C1COCC1. The product is [CH2:11]([C@@H:18]1[CH2:22][O:21][C:20](=[O:23])[N:19]1[C:24](=[O:31])[C@H:25]([CH3:33])[CH2:26][C:27]([F:28])([F:29])[F:30])[C:12]1[CH:17]=[CH:16][CH:15]=[CH:14][CH:13]=1. The yield is 0.740. (3) The reactants are [C:1]1([C:22]2[CH:27]=[CH:26][CH:25]=[CH:24][CH:23]=2)[CH:6]=[CH:5][C:4]([C:7]2[N:8]=[C:9]([CH2:12][CH2:13][NH:14]C(=O)OC(C)(C)C)[NH:10][CH:11]=2)=[CH:3][CH:2]=1.C(OCC)(=O)C. The catalyst is Cl. The product is [C:1]1([C:22]2[CH:23]=[CH:24][CH:25]=[CH:26][CH:27]=2)[CH:6]=[CH:5][C:4]([C:7]2[N:8]=[C:9]([CH2:12][CH2:13][NH2:14])[NH:10][CH:11]=2)=[CH:3][CH:2]=1. The yield is 0.890. (4) The reactants are CC1(C)CCCC(C)(C)N1.[Li]CCCC.[N:16]1[CH:21]=[CH:20][CH:19]=[CH:18][N:17]=1.[CH:22]1([C:25]2[N:29]([C:30]([O:32][C:33]([CH3:36])([CH3:35])[CH3:34])=[O:31])[C:28]3[CH:37]=[C:38]([C:47]4[C:48]([CH3:53])=[N:49][O:50][C:51]=4[CH3:52])[CH:39]=[C:40]([C:41](=[O:46])N(OC)C)[C:27]=3[N:26]=2)[CH2:24][CH2:23]1. The catalyst is C1COCC1. The product is [CH:22]1([C:25]2[N:29]([C:30]([O:32][C:33]([CH3:36])([CH3:35])[CH3:34])=[O:31])[C:28]3[CH:37]=[C:38]([C:47]4[C:48]([CH3:53])=[N:49][O:50][C:51]=4[CH3:52])[CH:39]=[C:40]([C:41]([C:21]4[N:16]=[N:17][CH:18]=[CH:19][CH:20]=4)=[O:46])[C:27]=3[N:26]=2)[CH2:23][CH2:24]1. The yield is 0.520. (5) The reactants are [NH2:1][C:2]1[N:11]=[C:10]([NH2:12])[C:9]([Cl:13])=[CH:8][C:3]=1[C:4]([O:6][CH3:7])=[O:5].Cl[CH2:15][CH:16]=O. The catalyst is CO. The product is [NH2:12][C:10]1[N:11]2[CH:15]=[CH:16][N:1]=[C:2]2[C:3]([C:4]([O:6][CH3:7])=[O:5])=[CH:8][C:9]=1[Cl:13]. The yield is 0.680. (6) The reactants are [NH2:1][N:2]1[C:6]([CH2:7][CH3:8])=[CH:5][CH:4]=[C:3]1[C:9]([C:11]1[CH:18]=[CH:17][C:14]([C:15]#[N:16])=[CH:13][CH:12]=1)=O.[CH3:19][O:20][C:21]1[CH:26]=[CH:25][C:24]([CH2:27][C:28]([CH3:30])=O)=[CH:23][CH:22]=1.O.C1(C)C=CC(S(O)(=O)=O)=CC=1. The catalyst is C1(C)C=CC=CC=1. The product is [CH2:7]([C:6]1[N:2]2[N:1]=[C:28]([CH3:30])[C:27]([C:24]3[CH:25]=[CH:26][C:21]([O:20][CH3:19])=[CH:22][CH:23]=3)=[C:9]([C:11]3[CH:18]=[CH:17][C:14]([C:15]#[N:16])=[CH:13][CH:12]=3)[C:3]2=[CH:4][CH:5]=1)[CH3:8]. The yield is 0.202. (7) The reactants are [H-].[Al+3].[Li+].[H-].[H-].[H-].[NH:7]1[C:15]2[C:10](=[CH:11][C:12]([O:16][CH2:17][C:18]3[CH:25]=[CH:24][CH:23]=[CH:22][C:19]=3[C:20]#[N:21])=[CH:13][CH:14]=2)[CH:9]=[N:8]1.O.[OH-].[Na+]. The yield is 0.740. The product is [NH:7]1[C:15]2[C:10](=[CH:11][C:12]([O:16][CH2:17][C:18]3[CH:25]=[CH:24][CH:23]=[CH:22][C:19]=3[CH2:20][NH2:21])=[CH:13][CH:14]=2)[CH:9]=[N:8]1. The catalyst is O1CCCC1.